Task: Predict the reaction yield, written as a fraction of the theoretical maximum amount of product (1.0 means a 100% yield; for example, 0.34 means a 34% yield).. Dataset: Reaction yield outcomes from USPTO patents with 853,638 reactions The reactants are Br[C:2]1[CH:7]=[CH:6][C:5]([C@H:8]2[CH2:11][C@H:10]([OH:12])[CH2:9]2)=[CH:4][CH:3]=1.[B:13]1([B:13]2[O:17][C:16]([CH3:19])([CH3:18])[C:15]([CH3:21])([CH3:20])[O:14]2)[O:17][C:16]([CH3:19])([CH3:18])[C:15]([CH3:21])([CH3:20])[O:14]1.C([O-])(=O)C.[K+]. The catalyst is O1CCOCC1.C(OCC)(=O)C.Cl[Pd]Cl.C1(P(C2C=CC=CC=2)[C-]2C=CC=C2)C=CC=CC=1.[C-]1(P(C2C=CC=CC=2)C2C=CC=CC=2)C=CC=C1.[Fe+2]. The product is [CH3:20][C:15]1([CH3:21])[C:16]([CH3:19])([CH3:18])[O:17][B:13]([C:2]2[CH:7]=[CH:6][C:5]([C@H:8]3[CH2:11][C@H:10]([OH:12])[CH2:9]3)=[CH:4][CH:3]=2)[O:14]1. The yield is 0.840.